This data is from Catalyst prediction with 721,799 reactions and 888 catalyst types from USPTO. The task is: Predict which catalyst facilitates the given reaction. (1) Reactant: COC([CH:5]1[C:14](=[O:15])[C:13]2[C:8](=[C:9]([CH3:17])[N:10]=[C:11]([CH3:16])[CH:12]=2)[N:7]([C:18]([O:20][CH2:21][C:22]2[CH:27]=[CH:26][CH:25]=[CH:24][CH:23]=2)=[O:19])[CH:6]1[CH2:28][CH3:29])=O.[OH-].[Na+]. Product: [CH2:21]([O:20][C:18]([N:7]1[C:8]2[C:13](=[CH:12][C:11]([CH3:16])=[N:10][C:9]=2[CH3:17])[C:14](=[O:15])[CH2:5][CH:6]1[CH2:28][CH3:29])=[O:19])[C:22]1[CH:23]=[CH:24][CH:25]=[CH:26][CH:27]=1. The catalyst class is: 8. (2) Reactant: [NH2:1][C@@H:2]([CH3:42])[C:3]([NH:5][C:6]1[CH:7]=[C:8]2[C:13](=[CH:14][C:15]=1[O:16][CH2:17][CH2:18][CH2:19][N:20]1[CH2:25][CH2:24][O:23][CH2:22][CH2:21]1)[N:12]=[CH:11][N:10]=[C:9]2[NH:26][C:27]1[CH:32]=[CH:31][C:30]([O:33][CH2:34][C:35]2[CH:40]=[CH:39][CH:38]=[CH:37][N:36]=2)=[C:29]([Cl:41])[CH:28]=1)=[O:4].[C:43](Cl)(=[O:46])[CH:44]=[CH2:45].C(=O)(O)[O-].[Na+]. Product: [Cl:41][C:29]1[CH:28]=[C:27]([NH:26][C:9]2[C:8]3[C:13](=[CH:14][C:15]([O:16][CH2:17][CH2:18][CH2:19][N:20]4[CH2:25][CH2:24][O:23][CH2:22][CH2:21]4)=[C:6]([NH:5][C:3]([C@@H:2]([NH:1][C:43](=[O:46])[CH:44]=[CH2:45])[CH3:42])=[O:4])[CH:7]=3)[N:12]=[CH:11][N:10]=2)[CH:32]=[CH:31][C:30]=1[O:33][CH2:34][C:35]1[CH:40]=[CH:39][CH:38]=[CH:37][N:36]=1. The catalyst class is: 20. (3) Reactant: FC(F)(F)C(O)=O.[Cl:8][C:9]1[C:10]([F:41])=[C:11]([CH:15]2[C:19]([C:22]3[CH:27]=[CH:26][C:25]([Cl:28])=[CH:24][C:23]=3[F:29])([C:20]#[N:21])[CH:18]([CH2:30][C:31]3([CH3:37])[CH2:36][CH2:35][CH2:34][CH2:33][CH2:32]3)[NH:17][CH:16]2[C:38](O)=[O:39])[CH:12]=[CH:13][CH:14]=1.CC1(C)[O:47][C@@H:46]([CH2:48][CH2:49][NH2:50])[CH2:45][O:44]1.CN(C(ON1N=NC2C=CC=NC1=2)=[N+](C)C)C.F[P-](F)(F)(F)(F)F.CCN(C(C)C)C(C)C.Cl. Product: [OH:47][C@H:46]([CH2:45][OH:44])[CH2:48][CH2:49][NH:50][C:38]([CH:16]1[CH:15]([C:11]2[CH:12]=[CH:13][CH:14]=[C:9]([Cl:8])[C:10]=2[F:41])[C:19]([C:22]2[CH:27]=[CH:26][C:25]([Cl:28])=[CH:24][C:23]=2[F:29])([C:20]#[N:21])[CH:18]([CH2:30][C:31]2([CH3:37])[CH2:36][CH2:35][CH2:34][CH2:33][CH2:32]2)[NH:17]1)=[O:39]. The catalyst class is: 539.